Dataset: Catalyst prediction with 721,799 reactions and 888 catalyst types from USPTO. Task: Predict which catalyst facilitates the given reaction. (1) Reactant: [Br:1][C:2]1[CH:7]=[CH:6][C:5]([Br:8])=[CH:4][C:3]=1[S:9]([NH:12][C@H:13]1[CH2:17][N:16]([C:18]([O:20][C:21]([CH3:24])([CH3:23])[CH3:22])=[O:19])[C@@H:15]([CH2:25][OH:26])[CH2:14]1)(=[O:11])=[O:10].CCN(CC)CC.[N:34]([C:37]1[CH:42]=[CH:41][CH:40]=[CH:39][CH:38]=1)=[C:35]=[O:36]. Product: [Br:1][C:2]1[CH:7]=[CH:6][C:5]([Br:8])=[CH:4][C:3]=1[S:9]([NH:12][C@H:13]1[CH2:17][N:16]([C:18]([O:20][C:21]([CH3:22])([CH3:23])[CH3:24])=[O:19])[C@@H:15]([CH2:25][O:26][C:35]([NH:34][C:37]2[CH:42]=[CH:41][CH:40]=[CH:39][CH:38]=2)=[O:36])[CH2:14]1)(=[O:10])=[O:11]. The catalyst class is: 2. (2) Reactant: S([O-])(O)=O.[Na+].[NH2:6][C:7]1[C:12]([CH:13]=O)=[CH:11][C:10]([C:15]2[CH:16]=[N:17][N:18]([CH2:20][C:21](=[O:28])[N:22]3[CH2:27][CH2:26][CH2:25][CH2:24][CH2:23]3)[CH:19]=2)=[CH:9][N:8]=1.[NH2:29][C:30]1[CH:31]=[C:32]([C:37]2[CH:38]([CH3:44])[CH2:39][C:40](=[O:43])[NH:41][N:42]=2)[CH:33]=[CH:34][C:35]=1[NH2:36].O. Product: [NH2:6][C:7]1[C:12]([C:13]2[NH:29][C:30]3[CH:31]=[C:32]([C:37]4[CH:38]([CH3:44])[CH2:39][C:40](=[O:43])[NH:41][N:42]=4)[CH:33]=[CH:34][C:35]=3[N:36]=2)=[CH:11][C:10]([C:15]2[CH:16]=[N:17][N:18]([CH2:20][C:21](=[O:28])[N:22]3[CH2:27][CH2:26][CH2:25][CH2:24][CH2:23]3)[CH:19]=2)=[CH:9][N:8]=1. The catalyst class is: 3.